This data is from Forward reaction prediction with 1.9M reactions from USPTO patents (1976-2016). The task is: Predict the product of the given reaction. (1) Given the reactants [OH:1][C:2]1[CH:9]=[C:8]([O:10][CH:11]2[CH2:16][CH2:15][CH2:14][CH2:13][O:12]2)[CH:7]=[C:6]([CH3:17])[C:3]=1[CH:4]=[O:5].N1C=CC=CC=1.[O:24](S(C(F)(F)F)(=O)=O)[S:25]([C:28]([F:31])([F:30])[F:29])(=O)=[O:26], predict the reaction product. The product is: [CH:4]([C:3]1[C:6]([CH3:17])=[CH:7][C:8]([O:10][CH:11]2[CH2:16][CH2:15][CH2:14][CH2:13][O:12]2)=[CH:9][C:2]=1[O:1][S:25]([C:28]([F:31])([F:30])[F:29])(=[O:26])=[O:24])=[O:5]. (2) The product is: [C:1]([C:4]1[CH:5]=[CH:6][C:7]([C:8]([NH:10][C:11]2[C:12]([F:24])=[C:13]([F:23])[C:14]([C:19]([F:20])([F:21])[F:22])=[C:15]([F:18])[C:16]=2[F:17])=[O:9])=[C:25]([F:32])[CH:26]=1)(=[O:3])[CH3:2]. Given the reactants [C:1]([C:4]1[CH:26]=[CH:25][C:7]([C:8]([NH:10][C:11]2[C:16]([F:17])=[C:15]([F:18])[C:14]([C:19]([F:22])([F:21])[F:20])=[C:13]([F:23])[C:12]=2[F:24])=[O:9])=[CH:6][CH:5]=1)(=[O:3])[CH3:2].[O-]S(C(F)(F)[F:32])(=O)=O.F[N+]1C(C)=CC(C)=CC=1C, predict the reaction product. (3) Given the reactants C[O:2][C:3]([C:5]1[C:6]([C:24]2[CH:29]=[CH:28][C:27]([C:30]([OH:32])=O)=[CH:26][CH:25]=2)=[CH:7][CH:8]=[C:9]([C:11]2[S:12][CH:13]=[C:14]([C:16]3[CH:21]=[CH:20][C:19]([Cl:22])=[C:18]([Cl:23])[CH:17]=3)[N:15]=2)[CH:10]=1)=[O:4].[C:33]([N:36]1[CH2:41][CH2:40][CH:39]([NH2:42])[CH2:38][CH2:37]1)(=[O:35])[CH3:34], predict the reaction product. The product is: [C:33]([N:36]1[CH2:41][CH2:40][CH:39]([NH:42][C:30]([C:27]2[CH:28]=[CH:29][C:24]([C:6]3[C:5]([C:3]([OH:2])=[O:4])=[CH:10][C:9]([C:11]4[S:12][CH:13]=[C:14]([C:16]5[CH:21]=[CH:20][C:19]([Cl:22])=[C:18]([Cl:23])[CH:17]=5)[N:15]=4)=[CH:8][CH:7]=3)=[CH:25][CH:26]=2)=[O:32])[CH2:38][CH2:37]1)(=[O:35])[CH3:34]. (4) Given the reactants [C:14]1(P([C:14]2[CH:19]=[CH:18][CH:17]=[CH:16][CH:15]=2)[C:14]2[CH:19]=[CH:18][CH:17]=[CH:16][CH:15]=2)[CH:19]=[CH:18][CH:17]=[CH:16][CH:15]=1.C1(=O)N[C:23](=O)[C:22]2=[CH:26]C=CC=[C:21]12.C[CH2:32][O:33][C:34](/[N:36]=[N:36]/[C:34]([O:33][CH2:32]C)=[O:35])=[O:35].[C:43]1([CH3:49])[CH:48]=[CH:47][CH:46]=[CH:45][CH:44]=1.O.NN.C([N:55](CC)CC)C.[C:60]([O-:63])(O)=[O:61].[Na+], predict the reaction product. The product is: [C:22]([O:63][C:60](=[O:61])[NH:55][C@H:46]1[CH2:47][CH2:48][C@@H:43]([CH2:49][NH:36][C:34]([O:33][CH2:32][C:14]2[CH:15]=[CH:16][CH:17]=[CH:18][CH:19]=2)=[O:35])[CH2:44][CH2:45]1)([CH3:21])([CH3:23])[CH3:26]. (5) Given the reactants [CH3:1][O:2][C:3]([C:5]1[CH:6]=[C:7]([C:12]2[CH:17]=[CH:16][C:15]([CH3:18])=[CH:14][CH:13]=2)[CH:8]=[C:9](I)[CH:10]=1)=[O:4].[CH2:19]([C:21]1[NH:22][CH:23]=[CH:24][N:25]=1)[CH3:20].N1CCC[C@H]1C(O)=O.C([O-])([O-])=O.[K+].[K+], predict the reaction product. The product is: [CH3:1][O:2][C:3]([C:5]1[CH:6]=[C:7]([C:12]2[CH:17]=[CH:16][C:15]([CH3:18])=[CH:14][CH:13]=2)[CH:8]=[C:9]([N:22]2[CH:23]=[CH:24][N:25]=[C:21]2[CH2:19][CH3:20])[CH:10]=1)=[O:4].